Dataset: Full USPTO retrosynthesis dataset with 1.9M reactions from patents (1976-2016). Task: Predict the reactants needed to synthesize the given product. (1) Given the product [Cl:28][C:29]1[CH:30]=[CH:31][C:32]([C:35]2[CH:40]=[CH:39][C:38]([CH3:41])=[C:37]([CH:8]3[C:9](=[O:14])[C@H:10]4[O:13][C@:6]([CH3:5])([CH2:12][CH2:11]4)[C:7]3=[O:15])[CH:36]=2)=[CH:33][CH:34]=1, predict the reactants needed to synthesize it. The reactants are: C(Cl)(Cl)Cl.[CH3:5][C@@:6]12[O:13][C@@H:10]([CH2:11][CH2:12]1)[C:9](=[O:14])[CH2:8][C:7]2=[O:15].C([O-])(=O)C.C([O-])(=O)C.C([O-])(=O)C.[Cl:28][C:29]1[CH:34]=[CH:33][C:32]([C:35]2[CH:40]=[CH:39][C:38]([CH3:41])=[C:37]([Pb+3])[CH:36]=2)=[CH:31][CH:30]=1.Cl. (2) Given the product [OH:8][C:9]1[CH:14]=[C:13]([OH:15])[C:12]([CH:23]([CH3:24])[CH3:25])=[CH:11][C:10]=1[C:26]([N:28]1[CH2:36][C:35]2[C:30](=[C:31]([CH3:38])[CH:32]=[C:33]([O:37][CH2:49][CH2:48][N:47]([CH3:51])[CH3:46])[CH:34]=2)[CH2:29]1)=[O:27].[CH:39]([O-:41])=[O:40], predict the reactants needed to synthesize it. The reactants are: C([O:8][C:9]1[CH:14]=[C:13]([O:15]CC2C=CC=CC=2)[C:12]([C:23]([CH3:25])=[CH2:24])=[CH:11][C:10]=1[C:26]([N:28]1[CH2:36][C:35]2[C:30](=[C:31]([CH3:38])[CH:32]=[C:33]([OH:37])[CH:34]=2)[CH2:29]1)=[O:27])C1C=CC=CC=1.[C:39](=O)([O-:41])[O-:40].[K+].[K+].Cl.[CH3:46][N:47]([CH3:51])[CH2:48][CH2:49]Cl. (3) Given the product [CH3:1][C@@:2]([OH:34])([C:30]([CH3:33])([CH3:32])[CH3:31])[C@@H:3]1[C@:8]2([O:28][CH3:29])[C@@H:9]3[O:23][C:18]4=[C:19]([OH:22])[CH:20]=[CH:21][C:16]5=[C:17]4[C@:10]43[CH2:11][CH2:12][N:13]([CH2:24][CH:25]3[CH2:26][CH2:27]3)[C@H:14]([CH2:15]5)[C@@:5]4([CH2:6][CH2:7]2)[CH2:4]1, predict the reactants needed to synthesize it. The reactants are: [CH3:1][C@@:2]([OH:34])([C:30]([CH3:33])([CH3:32])[CH3:31])[C@@H:3]1[C@:8]2([O:28][CH3:29])[C@@H:9]3[O:23][C:18]4=[C:19]([OH:22])[CH:20]=[CH:21][C:16]5=[C:17]4[C@:10]43[CH2:11][CH2:12][N:13]([CH2:24][CH:25]3[CH2:27][CH2:26]3)[C@H:14]([CH2:15]5)[C@@:5]4([CH2:6][CH2:7]2)[CH2:4]1.Cl. (4) Given the product [N:10]12[CH2:17][CH2:16][CH:13]([CH2:14][CH2:15]1)[C@@H:12]([O:18][C:19](=[O:34])[C:20]([F:7])([C:27]1[CH:32]=[CH:31][CH:30]=[CH:29][CH:28]=1)[C:21]1[CH:26]=[CH:25][CH:24]=[CH:23][CH:22]=1)[CH2:11]2, predict the reactants needed to synthesize it. The reactants are: CCN(S(F)(F)[F:7])CC.[N:10]12[CH2:17][CH2:16][CH:13]([CH2:14][CH2:15]1)[C@@H:12]([O:18][C:19](=[O:34])[C:20](O)([C:27]1[CH:32]=[CH:31][CH:30]=[CH:29][CH:28]=1)[C:21]1[CH:26]=[CH:25][CH:24]=[CH:23][CH:22]=1)[CH2:11]2.O.C(=O)([O-])O.[Na+]. (5) Given the product [CH3:22][N:23]([CH2:25][C:26]1[CH:34]=[CH:33][C:32]2[N:28]([C:29]([C:36]3[C:37](=[O:38])[NH:39][C:9](=[O:21])[C:10]=3[C:12]3[C:20]4[C:15](=[CH:16][CH:17]=[CH:18][CH:19]=4)[NH:14][CH:13]=3)=[C:30]([CH3:35])[CH:31]=2)[CH:27]=1)[CH3:24], predict the reactants needed to synthesize it. The reactants are: CC(C)([O-])C.[K+].CO[C:9](=[O:21])[C:10]([C:12]1[C:20]2[C:15](=[CH:16][CH:17]=[CH:18][CH:19]=2)[NH:14][CH:13]=1)=O.[CH3:22][N:23]([CH2:25][C:26]1[CH:34]=[CH:33][C:32]2[N:28]([C:29]([CH2:36][C:37]([NH2:39])=[O:38])=[C:30]([CH3:35])[CH:31]=2)[CH:27]=1)[CH3:24].[NH4+].[Cl-]. (6) Given the product [CH2:1]([N:8]1[C:16]([C:17]2[CH:22]=[CH:21][C:20]([N:23]3[CH2:28][CH2:27][CH:26]([C:29]([OH:31])=[O:30])[CH2:25][CH2:24]3)=[CH:19][CH:18]=2)=[C:15]2[C:10]([C:11]([C:34]([F:37])([F:35])[F:36])=[CH:12][CH:13]=[CH:14]2)=[N:9]1)[C:2]1[CH:3]=[CH:4][CH:5]=[CH:6][CH:7]=1, predict the reactants needed to synthesize it. The reactants are: [CH2:1]([N:8]1[C:16]([C:17]2[CH:22]=[CH:21][C:20]([N:23]3[CH2:28][CH2:27][CH:26]([C:29]([O:31]CC)=[O:30])[CH2:25][CH2:24]3)=[CH:19][CH:18]=2)=[C:15]2[C:10]([C:11]([C:34]([F:37])([F:36])[F:35])=[CH:12][CH:13]=[CH:14]2)=[N:9]1)[C:2]1[CH:7]=[CH:6][CH:5]=[CH:4][CH:3]=1.[OH-].[Na+].Cl. (7) Given the product [OH:4][CH2:3][C:5]1[CH:6]=[C:7]([NH:14][C:15](=[O:21])[O:16][C:17]([CH3:19])([CH3:18])[CH3:20])[C:8]2[O:12][CH2:11][O:10][C:9]=2[CH:13]=1, predict the reactants needed to synthesize it. The reactants are: [BH4-].[Na+].[CH:3]([C:5]1[CH:6]=[C:7]([NH:14][C:15](=[O:21])[O:16][C:17]([CH3:20])([CH3:19])[CH3:18])[C:8]2[O:12][CH2:11][O:10][C:9]=2[CH:13]=1)=[O:4].